From a dataset of Full USPTO retrosynthesis dataset with 1.9M reactions from patents (1976-2016). Predict the reactants needed to synthesize the given product. (1) Given the product [NH2:21][C:22]1[C:27]([C:28]([NH:30][C:31]2[CH:36]=[C:35]([OH:37])[CH:34]=[C:33]([F:38])[CH:32]=2)=[O:29])=[C:26]([NH:1][C@H:2]([C:4]2[N:9]([C:10]3[CH:15]=[CH:14][CH:13]=[CH:12][CH:11]=3)[C:8](=[O:16])[C:7]3=[C:17]([CH3:20])[CH:18]=[CH:19][N:6]3[N:5]=2)[CH3:3])[N:25]=[CH:24][N:23]=1, predict the reactants needed to synthesize it. The reactants are: [NH2:1][C@H:2]([C:4]1[N:9]([C:10]2[CH:15]=[CH:14][CH:13]=[CH:12][CH:11]=2)[C:8](=[O:16])[C:7]2=[C:17]([CH3:20])[CH:18]=[CH:19][N:6]2[N:5]=1)[CH3:3].[NH2:21][C:22]1[C:27]([C:28]([NH:30][C:31]2[CH:36]=[C:35]([OH:37])[CH:34]=[C:33]([F:38])[CH:32]=2)=[O:29])=[C:26](Br)[N:25]=[CH:24][N:23]=1.CCN(C(C)C)C(C)C.[F-].[Cs+]. (2) Given the product [OH:9][NH:8][S:16]([C:11]1[CH:12]=[CH:13][CH:14]=[CH:15][N:10]=1)(=[O:18])=[O:17], predict the reactants needed to synthesize it. The reactants are: C(=O)([O-])[O-].[K+].[K+].Cl.[NH2:8][OH:9].[N:10]1[CH:15]=[CH:14][CH:13]=[CH:12][C:11]=1[S:16](Cl)(=[O:18])=[O:17].S(Cl)(Cl)(=O)=O. (3) Given the product [NH2:1][CH2:2][CH:3]([CH2:24][CH2:25][CH3:26])[CH2:4][O:5][C:6]1[C:7]2[N:15]([CH2:16][CH3:17])[C:14]([C:18]3[C:19]([NH2:23])=[N:20][O:21][N:22]=3)=[N:13][C:8]=2[C:9]([C:31]#[C:30][C:28]([CH3:29])([OH:32])[CH3:27])=[N:10][CH:11]=1, predict the reactants needed to synthesize it. The reactants are: [NH2:1][CH2:2][CH:3]([CH2:24][CH2:25][CH3:26])[CH2:4][O:5][C:6]1[C:7]2[N:15]([CH2:16][CH3:17])[C:14]([C:18]3[C:19]([NH2:23])=[N:20][O:21][N:22]=3)=[N:13][C:8]=2[C:9](Cl)=[N:10][CH:11]=1.[CH3:27][C:28]([OH:32])([C:30]#[CH:31])[CH3:29].C1CCN2C(=NCCC2)CC1.[Na+].[I-]. (4) Given the product [CH3:29][O:30][C:31]([C:33]1[C:37]([CH:38]=[CH:2][CH2:3][CH3:4])=[C:36]([CH2:40][CH3:41])[N:35]([CH2:42][C:23]2[CH:24]=[CH:25][CH:26]=[CH:27][CH:28]=2)[C:34]=1[CH:49]([CH3:50])[CH3:51])=[O:32], predict the reactants needed to synthesize it. The reactants are: [Li][CH2:2][CH2:3][CH2:4]C.[Br-].C([P+]([C:23]1[CH:28]=[CH:27][CH:26]=[CH:25][CH:24]=1)([C:23]1[CH:28]=[CH:27][CH:26]=[CH:25][CH:24]=1)[C:23]1[CH:28]=[CH:27][CH:26]=[CH:25][CH:24]=1)CC.[CH3:29][O:30][C:31]([C:33]1[C:37]([CH:38]=O)=[C:36]([CH2:40][CH3:41])[N:35]([CH2:42]C2C=CC=CC=2)[C:34]=1[CH:49]([CH3:51])[CH3:50])=[O:32]. (5) Given the product [N:16]1[CH:17]=[CH:18][CH:19]=[CH:20][C:15]=1[CH2:14][O:1][C:2]1[CH:3]=[CH:4][C:5]([C:8]([O:10][CH3:11])=[O:9])=[N:6][CH:7]=1, predict the reactants needed to synthesize it. The reactants are: [OH:1][C:2]1[CH:3]=[CH:4][C:5]([C:8]([O:10][CH3:11])=[O:9])=[N:6][CH:7]=1.Br.Br[CH2:14][C:15]1[CH:20]=[CH:19][CH:18]=[CH:17][N:16]=1.C([O-])([O-])=O.[K+].[K+]. (6) Given the product [C:1]([O:5][C:6]([NH:8][C@@H:9]1[C:23](=[O:24])[N:22]2[CH2:25][C@H:26]([O:28][C:29]3[C:38]4[C:33](=[C:34]([Cl:39])[CH:35]=[CH:36][CH:37]=4)[C:32]([O:40][CH3:41])=[CH:31][N:30]=3)[CH2:27][C@H:21]2[C:20](=[O:42])[NH:19][C@:18]2([C:44]([OH:46])=[O:45])[CH2:43][C@H:17]2[CH:16]=[CH:15][CH2:14][CH2:13][CH:12]([CH3:49])[CH2:11][C@H:10]1[CH3:50])=[O:7])([CH3:4])([CH3:2])[CH3:3], predict the reactants needed to synthesize it. The reactants are: [C:1]([O:5][C:6]([NH:8][C@@H:9]1[C:23](=[O:24])[N:22]2[CH2:25][C@H:26]([O:28][C:29]3[C:38]4[C:33](=[C:34]([Cl:39])[CH:35]=[CH:36][CH:37]=4)[C:32]([O:40][CH3:41])=[CH:31][N:30]=3)[CH2:27][C@H:21]2[C:20](=[O:42])[NH:19][C@:18]2([C:44]([O:46]CC)=[O:45])[CH2:43][C@H:17]2[CH:16]=[CH:15][CH2:14][CH2:13][CH:12]([CH3:49])[CH2:11][C@H:10]1[CH3:50])=[O:7])([CH3:4])([CH3:3])[CH3:2].[Li+].[OH-].CO. (7) Given the product [Cl:1][C:2]1[C:7]([Cl:8])=[CH:6][C:5]2[NH:9][C:11](=[O:12])[NH:10][C:4]=2[CH:3]=1, predict the reactants needed to synthesize it. The reactants are: [Cl:1][C:2]1[C:7]([Cl:8])=[CH:6][C:5]([NH2:9])=[C:4]([NH2:10])[CH:3]=1.[C:11](N1C=CN=C1)(N1C=CN=C1)=[O:12]. (8) The reactants are: Br[C:2]1[CH:7]=[C:6]([F:8])[CH:5]=[C:4]([Br:9])[CH:3]=1.C([Li])CCC.CN(C)[CH:17]=[O:18]. Given the product [Br:9][C:4]1[CH:3]=[C:2]([CH:7]=[C:6]([F:8])[CH:5]=1)[CH:17]=[O:18], predict the reactants needed to synthesize it. (9) Given the product [F:1][C:2]1[CH:7]=[CH:6][C:5]([S:8]([C:11]2[CH:12]=[CH:13][C:14]([CH:29]([CH3:31])[CH3:30])=[C:15]([S:17]([NH:20][CH2:21][CH2:22][C:23]3[CH:24]=[N+:25]([O-:36])[CH:26]=[CH:27][CH:28]=3)(=[O:18])=[O:19])[CH:16]=2)(=[O:9])=[O:10])=[CH:4][CH:3]=1, predict the reactants needed to synthesize it. The reactants are: [F:1][C:2]1[CH:7]=[CH:6][C:5]([S:8]([C:11]2[CH:12]=[CH:13][C:14]([CH:29]([CH3:31])[CH3:30])=[C:15]([S:17]([NH:20][CH2:21][CH2:22][C:23]3[CH:24]=[N:25][CH:26]=[CH:27][CH:28]=3)(=[O:19])=[O:18])[CH:16]=2)(=[O:10])=[O:9])=[CH:4][CH:3]=1.OO.C(O)(=[O:36])C.C(=O)(O)[O-].